This data is from Full USPTO retrosynthesis dataset with 1.9M reactions from patents (1976-2016). The task is: Predict the reactants needed to synthesize the given product. (1) Given the product [C:29]([C:16]1[CH:15]=[C:14]([NH:13][C:6]([NH:51][C:44]2[C:45]3[C:50](=[CH:49][CH:48]=[CH:47][CH:46]=3)[C:41]([O:40][C:38]3[CH:37]=[CH:36][N:35]=[C:34]([Cl:33])[N:39]=3)=[CH:42][CH:43]=2)=[O:7])[N:18]([C:19]2[CH:24]=[CH:23][CH:22]=[C:21]([P:25]([CH3:26])([CH3:27])=[O:28])[CH:20]=2)[N:17]=1)([CH3:32])([CH3:31])[CH3:30], predict the reactants needed to synthesize it. The reactants are: C1N=CN([C:6](N2C=NC=C2)=[O:7])C=1.[NH2:13][C:14]1[N:18]([C:19]2[CH:20]=[C:21]([P:25](=[O:28])([CH3:27])[CH3:26])[CH:22]=[CH:23][CH:24]=2)[N:17]=[C:16]([C:29]([CH3:32])([CH3:31])[CH3:30])[CH:15]=1.[Cl:33][C:34]1[N:39]=[C:38]([O:40][C:41]2[C:50]3[C:45](=[CH:46][CH:47]=[CH:48][CH:49]=3)[C:44]([NH2:51])=[CH:43][CH:42]=2)[CH:37]=[CH:36][N:35]=1. (2) Given the product [CH:13]1([C:3]2[C:2]([B:16]3[O:20][C:19]([CH3:22])([CH3:21])[C:18]([CH3:24])([CH3:23])[O:17]3)=[CH:10][CH:9]=[C:8]3[C:4]=2[CH2:5][C:6](=[O:12])[N:7]3[CH3:11])[CH2:15][CH2:14]1, predict the reactants needed to synthesize it. The reactants are: Br[C:2]1[C:3]([CH:13]2[CH2:15][CH2:14]2)=[C:4]2[C:8](=[CH:9][CH:10]=1)[N:7]([CH3:11])[C:6](=[O:12])[CH2:5]2.[B:16]1([B:16]2[O:20][C:19]([CH3:22])([CH3:21])[C:18]([CH3:24])([CH3:23])[O:17]2)[O:20][C:19]([CH3:22])([CH3:21])[C:18]([CH3:24])([CH3:23])[O:17]1.C([O-])(=O)C.[K+].ClCCl. (3) Given the product [Cl:1][C:2]1[CH:11]=[C:10]2[C:5]([C:6]([N:12]3[CH2:13][CH2:14][N:15]([CH2:18][CH2:19][CH2:20][CH2:21][NH:22][C:28]([N:30]4[CH2:31][CH2:32][CH:41]([C:35]5[CH:40]=[CH:39][CH:38]=[CH:37][CH:36]=5)[CH2:42][CH2:34]4)=[O:29])[CH2:16][CH2:17]3)=[CH:7][CH:8]=[N:9]2)=[CH:4][CH:3]=1, predict the reactants needed to synthesize it. The reactants are: [Cl:1][C:2]1[CH:11]=[C:10]2[C:5]([C:6]([N:12]3[CH2:17][CH2:16][N:15]([CH2:18][CH2:19][CH2:20][CH2:21][NH2:22])[CH2:14][CH2:13]3)=[CH:7][CH:8]=[N:9]2)=[CH:4][CH:3]=1.C1N=CN([C:28]([N:30]2[CH:34]=N[CH:32]=[CH:31]2)=[O:29])C=1.[C:35]1([CH:41]2CCNC[CH2:42]2)[CH:40]=[CH:39][CH:38]=[CH:37][CH:36]=1. (4) Given the product [NH2:19][C:10]1[C:9]2[N:8]=[C:7]([CH3:20])[N:6]([CH2:5][CH2:4][CH2:3][CH2:2][NH:1][S:23]([CH2:21][CH3:22])(=[O:25])=[O:24])[C:18]=2[C:17]2[CH:16]=[CH:15][CH:14]=[CH:13][C:12]=2[N:11]=1, predict the reactants needed to synthesize it. The reactants are: [NH2:1][CH2:2][CH2:3][CH2:4][CH2:5][N:6]1[C:18]2[C:17]3[CH:16]=[CH:15][CH:14]=[CH:13][C:12]=3[N:11]=[C:10]([NH2:19])[C:9]=2[N:8]=[C:7]1[CH3:20].[CH2:21]([S:23](Cl)(=[O:25])=[O:24])[CH3:22]. (5) Given the product [CH3:68][O:69][C:49]1[CH:50]=[C:59]([C:11]2[CH:16]=[CH:15][CH:14]=[C:13]([O:17][C:18]3[CH:31]=[CH:30][C:21]([CH2:22][CH:23]4[S:27][C:26](=[O:28])[NH:25][C:24]4=[O:29])=[CH:20][CH:19]=3)[CH:12]=2)[CH:60]=[C:47]([O:46][CH3:42])[CH:48]=1, predict the reactants needed to synthesize it. The reactants are: COC1C=C(OC)C=CC=1[C:11]1[CH:16]=[CH:15][CH:14]=[C:13]([O:17][C:18]2[CH:31]=[CH:30][C:21]([CH:22]=[C:23]3[S:27][C:26](=[O:28])[NH:25][C:24]3=[O:29])=[CH:20][CH:19]=2)[CH:12]=1.[CH3:42][O:46][C:47]1[CH:60]=[CH:59][C:50](C2C=CC=[C:42]([O:46][C:47]3[CH:60]=[CH:59][C:50](C=C4SC(=O)NC4=O)=[CH:49][CH:48]=3)C=2)=[CH:49][CH:48]=1.C(N(CC)CC)C.[CH:68]([O-])=[O:69].[NH4+]. (6) The reactants are: [NH2:1][C:2]1[O:6][N:5]=[C:4]([CH3:7])[C:3]=1[Cl:8].[S:9]1[CH:13]=[CH:12][N:11]=[C:10]1[S:14](Cl)(=[O:16])=[O:15]. Given the product [Cl:8][C:3]1[C:4]([CH3:7])=[N:5][O:6][C:2]=1[NH:1][S:14]([C:10]1[S:9][CH:13]=[CH:12][N:11]=1)(=[O:16])=[O:15], predict the reactants needed to synthesize it. (7) Given the product [CH3:46][C:43]1[C:42]([CH3:47])=[C:41]([NH:40][C:18]([N:15]2[CH2:14][CH2:13][C:11]3([CH2:10][CH:9]([C:5]4[CH:6]=[CH:7][CH:8]=[C:3]([O:2][CH3:1])[CH:4]=4)[CH2:12]3)[CH2:17][CH2:16]2)=[O:19])[O:45][N:44]=1, predict the reactants needed to synthesize it. The reactants are: [CH3:1][O:2][C:3]1[CH:4]=[C:5]([CH:9]2[CH2:12][C:11]3([CH2:17][CH2:16][N:15]([C:18](OC(C)(C)C)=[O:19])[CH2:14][CH2:13]3)[CH2:10]2)[CH:6]=[CH:7][CH:8]=1.Cl.O1CCOCC1.C1(OC(=O)[NH:40][C:41]2[O:45][N:44]=[C:43]([CH3:46])[C:42]=2[CH3:47])C=CC=CC=1.CCN(C(C)C)C(C)C.